From a dataset of Full USPTO retrosynthesis dataset with 1.9M reactions from patents (1976-2016). Predict the reactants needed to synthesize the given product. (1) The reactants are: [NH2:1][CH2:2][CH2:3][CH2:4][CH2:5][C@H:6]([NH:10][C:11]([O:13][C:14]([CH3:17])([CH3:16])[CH3:15])=[O:12])[C:7]([OH:9])=[O:8].[N+:18]([C:21]1[C:22]([S:27]Cl)=[N:23][CH:24]=[CH:25][CH:26]=1)([O-:20])=[O:19].C(N(CC)CC)C. Given the product [C:14]([O:13][C:11]([NH:10][C@@H:6]([CH2:5][CH2:4][CH2:3][CH2:2][NH:1][S:27][C:22]1[C:21]([N+:18]([O-:20])=[O:19])=[CH:26][CH:25]=[CH:24][N:23]=1)[C:7]([OH:9])=[O:8])=[O:12])([CH3:17])([CH3:16])[CH3:15], predict the reactants needed to synthesize it. (2) Given the product [CH:1]([O:4][C:7]1[CH:12]=[CH:11][C:10]([S:13]([NH2:16])(=[O:15])=[O:14])=[CH:9][C:8]=1[N+:17]([O-:19])=[O:18])([CH3:3])[CH3:2], predict the reactants needed to synthesize it. The reactants are: [CH:1]([OH:4])([CH3:3])[CH3:2].[Na].F[C:7]1[CH:12]=[CH:11][C:10]([S:13]([NH2:16])(=[O:15])=[O:14])=[CH:9][C:8]=1[N+:17]([O-:19])=[O:18]. (3) Given the product [NH2:27][C:18]1[CH:19]=[N:20][C:21]2[C:26]([C:17]=1[NH:16][CH2:15][C:2]1([OH:1])[CH2:7][CH2:6][N:5]([C:8]([O:10][C:11]([CH3:13])([CH3:12])[CH3:14])=[O:9])[CH2:4][CH2:3]1)=[CH:25][CH:24]=[CH:23][CH:22]=2, predict the reactants needed to synthesize it. The reactants are: [OH:1][C:2]1([CH2:15][NH:16][C:17]2[C:26]3[C:21](=[CH:22][CH:23]=[CH:24][CH:25]=3)[N:20]=[CH:19][C:18]=2[N+:27]([O-])=O)[CH2:7][CH2:6][N:5]([C:8]([O:10][C:11]([CH3:14])([CH3:13])[CH3:12])=[O:9])[CH2:4][CH2:3]1. (4) Given the product [NH2:29][C:25]1[N:24]=[CH:23][C:22]([C:20]([C:11]2[C:12](=[O:19])[C:13]3[C:18](=[CH:17][CH:16]=[CH:15][CH:14]=3)[N:9]([CH2:8][C:6]3[CH:5]=[CH:4][CH:3]=[C:2]([Br:1])[N:7]=3)[CH:10]=2)=[O:21])=[CH:27][CH:26]=1, predict the reactants needed to synthesize it. The reactants are: [Br:1][C:2]1[N:7]=[C:6]([CH2:8][N:9]2[C:18]3[C:13](=[CH:14][CH:15]=[CH:16][CH:17]=3)[C:12](=[O:19])[C:11]([C:20]([C:22]3[CH:23]=[N:24][C:25](Cl)=[CH:26][CH:27]=3)=[O:21])=[CH:10]2)[CH:5]=[CH:4][CH:3]=1.[N-:29]=[N+]=[N-].[Na+].C(N(CC)CC)C.Cl.C(CCP(CCC(O)=O)CCC(O)=O)(O)=O. (5) Given the product [Cl:1][C:2]1[N:10]=[CH:9][CH:8]=[CH:7][C:3]=1[CH2:4][Cl:13], predict the reactants needed to synthesize it. The reactants are: [Cl:1][C:2]1[N:10]=[CH:9][CH:8]=[CH:7][C:3]=1[C:4](O)=O.S(Cl)([Cl:13])=O. (6) Given the product [OH:36][C@@H:34]([CH3:35])[CH2:33][NH:32][C:28]([C:26]1[NH:27][C:23]([C:8]2[CH:9]=[C:10]([O:12][C:13]3[CH:14]=[CH:15][C:16]([S:19]([CH3:22])(=[O:20])=[O:21])=[CH:17][CH:18]=3)[CH:11]=[C:6]([O:5][C@@H:4]([CH3:31])[CH2:3][O:2][CH3:1])[CH:7]=2)=[CH:24][CH:25]=1)=[O:30], predict the reactants needed to synthesize it. The reactants are: [CH3:1][O:2][CH2:3][C@H:4]([CH3:31])[O:5][C:6]1[CH:7]=[C:8]([C:23]2[NH:27][C:26]([C:28]([OH:30])=O)=[CH:25][CH:24]=2)[CH:9]=[C:10]([O:12][C:13]2[CH:18]=[CH:17][C:16]([S:19]([CH3:22])(=[O:21])=[O:20])=[CH:15][CH:14]=2)[CH:11]=1.[NH2:32][CH2:33][C@@H:34]([OH:36])[CH3:35].CCN=C=NCCCN(C)C.Cl.Cl. (7) Given the product [F:26][C:7]([F:6])([F:25])[CH:8]([C:17]1[CH:22]=[CH:21][N:20]=[C:19]([C:23]#[N:24])[CH:18]=1)[OH:9], predict the reactants needed to synthesize it. The reactants are: O1CCCC1.[F:6][C:7]([F:26])([F:25])[CH:8]([C:17]1[CH:22]=[CH:21][N:20]=[C:19]([C:23]#[N:24])[CH:18]=1)[O:9][Si](CC)(CC)CC.[F-].C([N+](CCCC)(CCCC)CCCC)CCC. (8) Given the product [CH3:17][CH2:22][CH2:21][CH:20]([CH3:19])[CH3:41].[N:1]([CH:4]([C:35]1[O:36][CH:37]=[CH:38][N:39]=1)[CH2:5][S:6][C:7]1[N:8]=[C:9]([O:33][CH3:34])[C:10]([NH:13][S:14]([C:17]2[CH:22]=[CH:21][CH:20]=[C:19]([Cl:23])[C:18]=2[Cl:24])(=[O:16])=[O:15])=[N:11][CH:12]=1)=[N+:2]=[N-:3], predict the reactants needed to synthesize it. The reactants are: [N:1]([CH:4]([C:35]1[O:36][CH:37]=[CH:38][N:39]=1)[CH2:5][S:6][C:7]1[N:8]=[C:9]([O:33][CH3:34])[C:10]([N:13](COCC[Si](C)(C)C)[S:14]([C:17]2[CH:22]=[CH:21][CH:20]=[C:19]([Cl:23])[C:18]=2[Cl:24])(=[O:16])=[O:15])=[N:11][CH:12]=1)=[N+:2]=[N-:3].Cl[CH2:41]Cl. (9) Given the product [C:1]1([CH:7]([C:11]2[CH:16]=[CH:15][CH:14]=[CH:13][CH:12]=2)[CH2:8][CH2:9][N:17]2[CH2:22][CH2:21][CH:20]([C:23]3[CH:28]=[CH:27][C:26]([NH:29][C:30](=[O:33])[CH2:31][CH3:32])=[CH:25][CH:24]=3)[CH2:19][CH2:18]2)[CH:6]=[CH:5][CH:4]=[CH:3][CH:2]=1, predict the reactants needed to synthesize it. The reactants are: [C:1]1([CH:7]([C:11]2[CH:16]=[CH:15][CH:14]=[CH:13][CH:12]=2)[CH2:8][CH2:9]O)[CH:6]=[CH:5][CH:4]=[CH:3][CH:2]=1.[NH:17]1[CH2:22][CH2:21][CH:20]([C:23]2[CH:28]=[CH:27][C:26]([NH:29][C:30](=[O:33])[CH2:31][CH3:32])=[CH:25][CH:24]=2)[CH2:19][CH2:18]1.